From a dataset of Forward reaction prediction with 1.9M reactions from USPTO patents (1976-2016). Predict the product of the given reaction. (1) Given the reactants [Cl:1][C:2]1[CH:7]=[CH:6][CH:5]=[CH:4][C:3]=1[S:8]([N@:11]1[CH2:13][CH:12]1[C:14]([N:16]1[CH2:21][CH2:20][N:19]([C:22]2[C:27]([C:28]([F:31])([F:30])[F:29])=[CH:26][CH:25]=[CH:24][N:23]=2)[CH2:18][CH2:17]1)=[O:15])(=[O:10])=[O:9].[I-].[Na+].[O:34]1[CH2:39][CH2:38][CH:37]([N:40]=[C:41]=[O:42])[CH2:36][CH2:35]1, predict the reaction product. The product is: [Cl:1][C:2]1[CH:7]=[CH:6][CH:5]=[CH:4][C:3]=1[S:8]([N:11]1[CH2:13][C@@H:12]([C:14]([N:16]2[CH2:21][CH2:20][N:19]([C:22]3[C:27]([C:28]([F:30])([F:29])[F:31])=[CH:26][CH:25]=[CH:24][N:23]=3)[CH2:18][CH2:17]2)=[O:15])[N:40]([CH:37]2[CH2:38][CH2:39][O:34][CH2:35][CH2:36]2)[C:41]1=[O:42])(=[O:10])=[O:9]. (2) Given the reactants [CH3:1][Mg]Br.[Br:4][C:5]1[CH:6]=[C:7]([CH:10]=[C:11]([C:13]([F:16])([F:15])[F:14])[CH:12]=1)[CH:8]=[O:9], predict the reaction product. The product is: [Br:4][C:5]1[CH:6]=[C:7]([CH:8]([OH:9])[CH3:1])[CH:10]=[C:11]([C:13]([F:14])([F:15])[F:16])[CH:12]=1. (3) Given the reactants C([O:4][C:5]1[CH:10]=[CH:9][C:8]([C:11]2[O:15][C:14]([CH:16]([O:29][Si](C(C)(C)C)(C)C)[CH2:17][CH2:18][CH2:19][CH2:20][CH2:21][CH2:22][C:23]3[CH:28]=[CH:27][CH:26]=[CH:25][CH:24]=3)=[N:13][CH:12]=2)=[CH:7][CH:6]=1)(=O)C.[N+](CCCC)(CCCC)(CCCC)CCCC.[F-], predict the reaction product. The product is: [OH:4][C:5]1[CH:6]=[CH:7][C:8]([C:11]2[O:15][C:14]([C:16](=[O:29])[CH2:17][CH2:18][CH2:19][CH2:20][CH2:21][CH2:22][C:23]3[CH:24]=[CH:25][CH:26]=[CH:27][CH:28]=3)=[N:13][CH:12]=2)=[CH:9][CH:10]=1.